Dataset: Full USPTO retrosynthesis dataset with 1.9M reactions from patents (1976-2016). Task: Predict the reactants needed to synthesize the given product. (1) Given the product [F:61][C:60]([F:63])([F:62])[S:57]([O:36][C:33]1[C:32]([C:38]2[CH:43]=[CH:42][C:41]([Cl:44])=[C:40]([C:45]([F:48])([F:46])[F:47])[CH:39]=2)([CH3:37])[CH2:31][CH:30]([CH2:29][O:28][Si:11]([C:24]([CH3:25])([CH3:26])[CH3:27])([C:12]2[CH:17]=[CH:16][CH:15]=[CH:14][CH:13]=2)[C:18]2[CH:23]=[CH:22][CH:21]=[CH:20][CH:19]=2)[CH2:35][CH:34]=1)(=[O:59])=[O:58], predict the reactants needed to synthesize it. The reactants are: C[Si]([N-][Si](C)(C)C)(C)C.[Na+].[Si:11]([O:28][CH2:29][CH:30]1[CH2:35][CH2:34][C:33](=[O:36])[C:32]([C:38]2[CH:43]=[CH:42][C:41]([Cl:44])=[C:40]([C:45]([F:48])([F:47])[F:46])[CH:39]=2)([CH3:37])[CH2:31]1)([C:24]([CH3:27])([CH3:26])[CH3:25])([C:18]1[CH:23]=[CH:22][CH:21]=[CH:20][CH:19]=1)[C:12]1[CH:17]=[CH:16][CH:15]=[CH:14][CH:13]=1.ClC1C=CC(N([S:57]([C:60]([F:63])([F:62])[F:61])(=[O:59])=[O:58])[S:57]([C:60]([F:63])([F:62])[F:61])(=[O:59])=[O:58])=NC=1.[Cl-].[Na+]. (2) Given the product [CH3:29][S:26]([C:23]1[CH:24]=[CH:25][C:20]([N:2]2[CH2:3][CH2:4][CH2:5][C:6]3([CH2:7][CH2:8][N:9]([C:12]([O:14][C:15]([CH3:18])([CH3:17])[CH3:16])=[O:13])[CH2:10][CH2:11]3)[CH2:1]2)=[N:21][CH:22]=1)(=[O:28])=[O:27], predict the reactants needed to synthesize it. The reactants are: [CH2:1]1[C:6]2([CH2:11][CH2:10][N:9]([C:12]([O:14][C:15]([CH3:18])([CH3:17])[CH3:16])=[O:13])[CH2:8][CH2:7]2)[CH2:5][CH2:4][CH2:3][NH:2]1.Br[C:20]1[CH:25]=[CH:24][C:23]([S:26]([CH3:29])(=[O:28])=[O:27])=[CH:22][N:21]=1.COC1C=CC=C(OC)C=1C1C=CC=CC=1P(C1CCCCC1)C1CCCCC1.C([O-])([O-])=O.[Cs+].[Cs+]. (3) Given the product [F:1][C:2]1[CH:7]=[CH:6][C:5]([CH:8]2[C:9](=[O:10])[NH:24][C:15]3[C:14](=[CH:23][CH:22]=[C:17]([C:18]([O:20][CH3:21])=[O:19])[CH:16]=3)[NH:13]2)=[CH:4][CH:3]=1, predict the reactants needed to synthesize it. The reactants are: [F:1][C:2]1[CH:7]=[CH:6][C:5]([CH:8]([NH:13][C:14]2[CH:23]=[CH:22][C:17]([C:18]([O:20][CH3:21])=[O:19])=[CH:16][C:15]=2[N+:24]([O-])=O)[C:9](OC)=[O:10])=[CH:4][CH:3]=1.[H][H]. (4) Given the product [N:4]1[CH:5]=[CH:6][CH:7]=[CH:8][C:3]=1[CH2:2][N:33]1[C:32]2[C:36]3[C:19]4([C:20]5[C:25](=[CH:24][CH:23]=[CH:22][CH:21]=5)[NH:17][C:18]4=[O:37])[CH2:26][O:27][C:28]=3[CH:29]=[CH:30][C:31]=2[NH:35][O:34]1, predict the reactants needed to synthesize it. The reactants are: Br[CH2:2][C:3]1[CH:8]=[CH:7][CH:6]=[CH:5][N:4]=1.BrCC1CCCCO1.[NH:17]1[C:25]2[C:20](=[CH:21][CH:22]=[CH:23][CH:24]=2)[C:19]2([C:36]3[C:32]4=[N:33][O:34][N:35]=[C:31]4[CH:30]=[CH:29][C:28]=3[O:27][CH2:26]2)[C:18]1=[O:37]. (5) Given the product [Cl:1][C:2]1[CH:7]=[CH:6][CH:5]=[C:4]([F:8])[C:3]=1[N:9]1[CH:20]=[C:19]([CH:21]=[CH2:24])[C:12]2[N:13]=[C:14]([S:17][CH3:18])[N:15]=[CH:16][C:11]=2[C:10]1=[O:23], predict the reactants needed to synthesize it. The reactants are: [Cl:1][C:2]1[CH:7]=[CH:6][CH:5]=[C:4]([F:8])[C:3]=1[N:9]1[CH:20]=[C:19]([CH:21]=O)[C:12]2[N:13]=[C:14]([S:17][CH3:18])[N:15]=[CH:16][C:11]=2[C:10]1=[O:23].[CH3:24]C(C)([O-])C.[K+]. (6) Given the product [ClH:33].[F:1][C:2]1[CH:30]=[C:29]([NH:31][CH3:32])[CH:28]=[CH:27][C:3]=1[O:4][C:5]1[N:10]=[CH:9][C:8]([NH:11][C:12](=[O:26])[C:13]2[CH:14]=[CH:15][C:16]([O:19][C:20]3[CH:25]=[CH:24][CH:23]=[CH:22][CH:21]=3)=[CH:17][CH:18]=2)=[CH:7][CH:6]=1, predict the reactants needed to synthesize it. The reactants are: [F:1][C:2]1[CH:30]=[C:29]([NH:31][CH3:32])[CH:28]=[CH:27][C:3]=1[O:4][C:5]1[N:10]=[CH:9][C:8]([NH:11][C:12](=[O:26])[C:13]2[CH:18]=[CH:17][C:16]([O:19][C:20]3[CH:25]=[CH:24][CH:23]=[CH:22][CH:21]=3)=[CH:15][CH:14]=2)=[CH:7][CH:6]=1.[ClH:33]. (7) Given the product [CH2:1]([O:3][C:4]1[CH:9]=[C:8]([CH2:10][N:11]2[CH2:12][CH2:13][C:14]3([CH2:18][N:17]([C:33]4[CH:40]=[CH:39][C:36]([C:37]#[N:38])=[CH:35][CH:34]=4)[C:16](=[O:19])[CH2:15]3)[CH2:20][CH2:21]2)[CH:7]=[C:6]([O:22][CH2:23][CH3:24])[C:5]=1[C:25]1[CH:30]=[CH:29][C:28]([F:31])=[CH:27][CH:26]=1)[CH3:2], predict the reactants needed to synthesize it. The reactants are: [CH2:1]([O:3][C:4]1[CH:9]=[C:8]([CH2:10][N:11]2[CH2:21][CH2:20][C:14]3([CH2:18][NH:17][C:16](=[O:19])[CH2:15]3)[CH2:13][CH2:12]2)[CH:7]=[C:6]([O:22][CH2:23][CH3:24])[C:5]=1[C:25]1[CH:30]=[CH:29][C:28]([F:31])=[CH:27][CH:26]=1)[CH3:2].Br[C:33]1[CH:40]=[CH:39][C:36]([C:37]#[N:38])=[CH:35][CH:34]=1.[O-]P([O-])([O-])=O.[K+].[K+].[K+].CC1(C)C2C=CC=C(P(C3C=CC=CC=3)C3C=CC=CC=3)C=2OC2C1=CC=CC=2P(C1C=CC=CC=1)C1C=CC=CC=1. (8) Given the product [Cl:38][C:39]1[C:40]2[CH:50]=[CH:49][CH:48]=[CH:47][C:41]=2[S:42][C:43]=1[C:44]([N:22]([CH2:21][C:4]1[CH:5]=[C:6]([C:9]2[CH:14]=[CH:13][C:12]([C:15](=[O:20])[C:16]([F:19])([F:18])[F:17])=[CH:11][CH:10]=2)[CH:7]=[CH:8][C:3]=1[O:2][CH3:1])[CH:23]1[CH2:28][CH2:27][CH:26]([N:29]([CH3:37])[C:30](=[O:36])[O:31][C:32]([CH3:34])([CH3:33])[CH3:35])[CH2:25][CH2:24]1)=[O:45], predict the reactants needed to synthesize it. The reactants are: [CH3:1][O:2][C:3]1[CH:8]=[CH:7][C:6]([C:9]2[CH:14]=[CH:13][C:12]([C:15](=[O:20])[C:16]([F:19])([F:18])[F:17])=[CH:11][CH:10]=2)=[CH:5][C:4]=1[CH2:21][NH:22][CH:23]1[CH2:28][CH2:27][CH:26]([N:29]([CH3:37])[C:30](=[O:36])[O:31][C:32]([CH3:35])([CH3:34])[CH3:33])[CH2:25][CH2:24]1.[Cl:38][C:39]1[C:40]2[CH:50]=[CH:49][CH:48]=[CH:47][C:41]=2[S:42][C:43]=1[C:44](Cl)=[O:45]. (9) The reactants are: [CH:1]1([O:6][C:7]2[CH:8]=[C:9]([C@H:15]3[CH2:20][NH:19][C:18](=[O:21])[CH:17]([CH2:22][C:23](O)=[O:24])[CH2:16]3)[CH:10]=[CH:11][C:12]=2[O:13][CH3:14])[CH2:5][CH2:4][CH2:3][CH2:2]1.S(O)(O)(=O)=O.[NH2:31][C:32]1[NH:33][CH:34]=[CH:35][N:36]=1.F[P-](F)(F)(F)(F)F.N1(O[P+](N(C)C)(N(C)C)N(C)C)C2C=CC=CC=2N=N1.C(N(CC)C(C)C)(C)C. Given the product [CH:1]1([O:6][C:7]2[CH:8]=[C:9]([C@H:15]3[CH2:20][NH:19][C:18](=[O:21])[CH:17]([CH2:22][C:23]([NH:31][C:32]4[NH:33][CH:34]=[CH:35][N:36]=4)=[O:24])[CH2:16]3)[CH:10]=[CH:11][C:12]=2[O:13][CH3:14])[CH2:2][CH2:3][CH2:4][CH2:5]1, predict the reactants needed to synthesize it. (10) Given the product [Br:1][CH2:2][CH2:3][O:17][C:15]1[CH:16]=[C:11]([N:5]2[CH2:6][CH2:7][O:8][CH2:9][CH2:10]2)[CH:12]=[CH:13][C:14]=1[N+:18]([O-:20])=[O:19], predict the reactants needed to synthesize it. The reactants are: [Br:1][CH2:2][CH2:3]Br.[N:5]1([C:11]2[CH:12]=[CH:13][C:14]([N+:18]([O-:20])=[O:19])=[C:15]([OH:17])[CH:16]=2)[CH2:10][CH2:9][O:8][CH2:7][CH2:6]1.C(=O)([O-])[O-].[K+].[K+].C1(O)C=CC=CC=1.BrC(Br)C.